Dataset: Peptide-MHC class I binding affinity with 185,985 pairs from IEDB/IMGT. Task: Regression. Given a peptide amino acid sequence and an MHC pseudo amino acid sequence, predict their binding affinity value. This is MHC class I binding data. The peptide sequence is QSQQGHLARR. The MHC is Patr-A0301 with pseudo-sequence Patr-A0301. The binding affinity (normalized) is 0.383.